This data is from Reaction yield outcomes from USPTO patents with 853,638 reactions. The task is: Predict the reaction yield, written as a fraction of the theoretical maximum amount of product (1.0 means a 100% yield; for example, 0.34 means a 34% yield). (1) The reactants are [Br:1][C:2]1[CH:7]=[CH:6][C:5]([CH:8]2[CH2:11][CH2:10][NH:9]2)=[CH:4][CH:3]=1.C(N(CC)CC)C.[CH3:19][S:20](Cl)(=[O:22])=[O:21].C(OCC)(=O)C. The catalyst is ClCCl. The product is [Br:1][C:2]1[CH:3]=[CH:4][C:5]([CH:8]2[CH2:11][CH2:10][N:9]2[S:20]([CH3:19])(=[O:22])=[O:21])=[CH:6][CH:7]=1. The yield is 0.850. (2) The reactants are [N:1]1([C:7]2[N:12]=[C:11]([N:13]3[CH:18]4[CH2:19][CH2:20][CH:14]3[CH2:15][O:16][CH2:17]4)[N:10]=[C:9]([C:21]3[CH:27]=[CH:26][C:24]([NH2:25])=[CH:23][CH:22]=3)[N:8]=2)[CH2:6][CH2:5][O:4][CH2:3][CH2:2]1.ClC(Cl)(O[C:32](=[O:38])OC(Cl)(Cl)Cl)Cl.[NH2:40][C:41]1[CH:46]=[CH:45][C:44]([CH3:47])=[CH:43][CH:42]=1. No catalyst specified. The product is [CH3:47][C:44]1[CH:45]=[CH:46][C:41]([NH:40][C:32]([NH:25][C:24]2[CH:26]=[CH:27][C:21]([C:9]3[N:8]=[C:7]([N:1]4[CH2:2][CH2:3][O:4][CH2:5][CH2:6]4)[N:12]=[C:11]([N:13]4[CH:14]5[CH2:20][CH2:19][CH:18]4[CH2:17][O:16][CH2:15]5)[N:10]=3)=[CH:22][CH:23]=2)=[O:38])=[CH:42][CH:43]=1. The yield is 0.310. (3) The reactants are [O:1]([C:8]1[CH:9]=[C:10]([CH:13]=[C:14]([C:16]([F:19])([F:18])[F:17])[CH:15]=1)[C:11]#N)[C:2]1[CH:7]=[CH:6][CH:5]=[CH:4][CH:3]=1.C(O)=[O:21]. The catalyst is CCOC(C)=O.[Ni]. The product is [O:1]([C:8]1[CH:9]=[C:10]([CH:13]=[C:14]([C:16]([F:19])([F:18])[F:17])[CH:15]=1)[CH:11]=[O:21])[C:2]1[CH:7]=[CH:6][CH:5]=[CH:4][CH:3]=1. The yield is 0.870. (4) The catalyst is ClCCl. The product is [C:36]([NH:1][CH2:2][C:3]([C:6]1[NH:7][C:8]2[C:13]([CH:14]=1)=[CH:12][C:11]([NH:15][C:16]([C:18]1([C:21]3[CH:29]=[CH:28][C:24]4[O:25][CH2:26][O:27][C:23]=4[CH:22]=3)[CH2:20][CH2:19]1)=[O:17])=[CH:10][CH:9]=2)([CH3:4])[CH3:5])(=[O:38])[CH3:37]. The yield is 0.730. The reactants are [NH2:1][CH2:2][C:3]([C:6]1[NH:7][C:8]2[C:13]([CH:14]=1)=[CH:12][C:11]([NH:15][C:16]([C:18]1([C:21]3[CH:29]=[CH:28][C:24]4[O:25][CH2:26][O:27][C:23]=4[CH:22]=3)[CH2:20][CH2:19]1)=[O:17])=[CH:10][CH:9]=2)([CH3:5])[CH3:4].N1C=CC=CC=1.[C:36](OC(=O)C)(=[O:38])[CH3:37].O. (5) The reactants are [Cl:1][C:2]1[C:7]2[C:8](=[O:12])[NH:9][CH:10](O)[C:6]=2[C:5]([F:13])=[C:4]([Cl:14])[N:3]=1.C(Cl)Cl.C(O)(C(F)(F)F)=O.[SiH](CC)(CC)CC. The catalyst is C(OC)(C)(C)C. The product is [Cl:1][C:2]1[C:7]2[C:8](=[O:12])[NH:9][CH2:10][C:6]=2[C:5]([F:13])=[C:4]([Cl:14])[N:3]=1. The yield is 0.940. (6) The reactants are [F:1][C:2]1[CH:7]=[C:6]([F:8])[C:5]([F:9])=[CH:4][C:3]=1[C:10]1[CH:15]=[CH:14][C:13]([O:16][CH2:17][C:18]2[CH:19]=[CH:20][C:21]3[O:25][N:24](C(C4C=CC=CC=4)(C4C=CC=CC=4)C4C=CC=CC=4)[C:23](=[O:45])[C:22]=3[CH:46]=2)=[CH:12][CH:11]=1.CO.Cl. The catalyst is C1COCC1. The product is [F:1][C:2]1[CH:7]=[C:6]([F:8])[C:5]([F:9])=[CH:4][C:3]=1[C:10]1[CH:15]=[CH:14][C:13]([O:16][CH2:17][C:18]2[CH:19]=[CH:20][C:21]3[O:25][N:24]=[C:23]([OH:45])[C:22]=3[CH:46]=2)=[CH:12][CH:11]=1. The yield is 0.860. (7) The reactants are [C:1]([O:6][CH2:7][CH3:8])(=[O:5])[CH:2]([CH3:4])[CH3:3].[Li+].CC([N-][CH:14]([CH3:16])[CH3:15])C.Br[CH2:18][C:19]1[CH:20]=[C:21]([C:25]([C:27]2[CH:32]=[CH:31][CH:30]=[C:29]([CH2:33]Br)[CH:28]=2)=[O:26])[CH:22]=[CH:23][CH:24]=1.[OH2:35].C1[CH2:40][O:39][CH2:38][CH2:37]1. No catalyst specified. The product is [CH2:38]([O:39][C:40](=[O:35])[C:14]([CH3:15])([CH3:16])[CH2:18][C:19]1[CH:24]=[CH:23][CH:22]=[C:21]([C:25](=[O:26])[C:27]2[CH:32]=[CH:31][CH:30]=[C:29]([CH2:33][C:2]([C:1]([O:6][CH2:7][CH3:8])=[O:5])([CH3:4])[CH3:3])[CH:28]=2)[CH:20]=1)[CH3:37]. The yield is 0.630. (8) The reactants are [CH3:1][C:2]1[CH:3]=[C:4]([CH:7]=[CH:8][C:9]=1[O:10][CH2:11][CH2:12][CH2:13][N:14]1[CH2:19][CH2:18][N:17]([CH3:20])[CH2:16][CH2:15]1)[CH:5]=O.[C:21]([C:25]1[CH:26]=[C:27]([NH2:32])[C:28]([NH2:31])=[CH:29][CH:30]=1)([CH3:24])([CH3:23])[CH3:22]. No catalyst specified. The product is [C:21]([C:25]1[CH:30]=[CH:29][C:28]2[NH:31][C:5]([C:4]3[CH:7]=[CH:8][C:9]([O:10][CH2:11][CH2:12][CH2:13][N:14]4[CH2:19][CH2:18][N:17]([CH3:20])[CH2:16][CH2:15]4)=[C:2]([CH3:1])[CH:3]=3)=[N:32][C:27]=2[CH:26]=1)([CH3:24])([CH3:22])[CH3:23]. The yield is 0.810. (9) The catalyst is CN(C=O)C. The reactants are [C:1](Cl)(=[O:3])[CH3:2].[Cl:5][C:6]1[CH:30]=[CH:29][C:28]([O:31][CH:32]2[CH2:36][CH2:35][NH:34][CH2:33]2)=[CH:27][C:7]=1[C:8]([NH:10][C:11](=[O:26])[NH:12][C:13]1[S:14][C:15]2[CH:21]=[C:20]([S:22]([CH3:25])(=[O:24])=[O:23])[CH:19]=[CH:18][C:16]=2[N:17]=1)=[O:9].C(N(CC)CC)C. The product is [C:1]([N:34]1[CH2:35][CH2:36][CH:32]([O:31][C:28]2[CH:29]=[CH:30][C:6]([Cl:5])=[C:7]([CH:27]=2)[C:8]([NH:10][C:11](=[O:26])[NH:12][C:13]2[S:14][C:15]3[CH:21]=[C:20]([S:22]([CH3:25])(=[O:24])=[O:23])[CH:19]=[CH:18][C:16]=3[N:17]=2)=[O:9])[CH2:33]1)(=[O:3])[CH3:2]. The yield is 0.440.